Task: Predict which catalyst facilitates the given reaction.. Dataset: Catalyst prediction with 721,799 reactions and 888 catalyst types from USPTO (1) Reactant: [C:1]([O:5][CH2:6][CH3:7])(=[O:4])[CH:2]=[CH2:3].[CH3:8][C:9]1C=[CH:13][CH:12]=[CH:11][C:10]=1P(C1[CH:13]=[CH:12][CH:11]=[CH:10][C:9]=1[CH3:8])C1[CH:13]=[CH:12][CH:11]=[CH:10][C:9]=1[CH3:8].CC[N:32](C(C)C)C(C)C.[CH3:39][N:40](C)[CH:41]=[O:42].C(#N)CC. Product: [O:42]=[C:41]1[NH:40][C:39]2[N:32]=[CH:13][C:12](/[CH:3]=[CH:2]/[C:1]([O:5][CH2:6][CH3:7])=[O:4])=[CH:11][C:10]=2[CH2:9][CH2:8]1. The catalyst class is: 318. (2) Product: [Cl:1][C:2]1[CH:10]=[C:9]2[C:5]([CH2:6][CH2:7][N:8]2[C:11]2[C:16]3[NH:17][C:19]([OH:25])=[CH:18][C:15]=3[N:14]=[CH:13][N:12]=2)=[CH:4][CH:3]=1. The catalyst class is: 45. Reactant: [Cl:1][C:2]1[CH:10]=[C:9]2[C:5]([CH2:6][CH2:7][N:8]2[C:11]2[C:16]([NH2:17])=[C:15]([C:18](=O)[CH2:19]C)[N:14]=[CH:13][N:12]=2)=[CH:4][CH:3]=1.Cl.C([OH:25])C. (3) Reactant: [C:1]([NH:5][C:6]([C:8]1[C:16]2[C:11](=[N:12][CH:13]=[C:14]([N:17]3[C:25]4[C:20](=[CH:21][CH:22]=[C:23]([F:26])[CH:24]=4)[CH:19]=[N:18]3)[N:15]=2)[N:10](COCC[Si](C)(C)C)[CH:9]=1)=[O:7])([CH3:4])([CH3:3])[CH3:2].FC(F)(F)C(O)=O. Product: [C:1]([NH:5][C:6]([C:8]1[C:16]2[C:11](=[N:12][CH:13]=[C:14]([N:17]3[C:25]4[C:20](=[CH:21][CH:22]=[C:23]([F:26])[CH:24]=4)[CH:19]=[N:18]3)[N:15]=2)[NH:10][CH:9]=1)=[O:7])([CH3:4])([CH3:2])[CH3:3]. The catalyst class is: 4. (4) Reactant: C1(C)C=CC(S([O-])(=O)=O)=CC=1.[NH+]1C=CC=CC=1.CO.[Si]([O:27][C@H:28]1[CH2:39][C:38](=[O:40])[O:37][C@H:36](/[C:41](/[CH3:45])=[CH:42]/[CH:43]=[CH2:44])[C@@H:35]([CH3:46])[CH:34]=[CH:33][C@@H:32]2[O:47][C@H](C3C=CC=CC=3)[O:49][C@:31]2([CH3:56])[CH2:30][CH2:29]1)(C(C)(C)C)(C)C.O. Product: [OH:27][C@@H:28]1[CH2:29][CH2:30][C@:31]([OH:49])([CH3:56])[C@@H:32]([OH:47])[CH:33]=[CH:34][C@H:35]([CH3:46])[C@@H:36](/[C:41](/[CH3:45])=[CH:42]/[CH:43]=[CH2:44])[O:37][C:38](=[O:40])[CH2:39]1. The catalyst class is: 13. (5) Product: [Cl:1][C:2]1[CH:3]=[C:4]([C:8]2[CH2:9][CH2:10][CH2:11][N:12]=2)[CH:5]=[CH:6][CH:7]=1. Reactant: [Cl:1][C:2]1[CH:3]=[C:4]([C:8](=O)[CH2:9][CH2:10][CH2:11][NH:12]C(=O)OC(C)(C)C)[CH:5]=[CH:6][CH:7]=1.C(Cl)Cl.C(O)(C(F)(F)F)=O. The catalyst class is: 6. (6) Reactant: [F:1][C:2]1[CH:7]=[C:6]([C:8]([F:11])([F:10])[F:9])[C:5]([C:12]2[CH:17]=[CH:16][C:15]([O:18][CH2:19][CH2:20][C:21]([OH:24])([CH3:23])[CH3:22])=[CH:14][C:13]=2[CH3:25])=[CH:4][C:3]=1[CH2:26][O:27][C:28]1[N:33]=[CH:32][C:31]2[C@@H:34]3[C@@H:37]([C:38]([O:40]CC)=[O:39])[C@@H:35]3[CH2:36][C:30]=2[CH:29]=1.[Li+].[OH-].Cl. Product: [F:1][C:2]1[CH:7]=[C:6]([C:8]([F:11])([F:9])[F:10])[C:5]([C:12]2[CH:17]=[CH:16][C:15]([O:18][CH2:19][CH2:20][C:21]([OH:24])([CH3:22])[CH3:23])=[CH:14][C:13]=2[CH3:25])=[CH:4][C:3]=1[CH2:26][O:27][C:28]1[N:33]=[CH:32][C:31]2[C@@H:34]3[C@@H:37]([C:38]([OH:40])=[O:39])[C@@H:35]3[CH2:36][C:30]=2[CH:29]=1. The catalyst class is: 87. (7) Reactant: [I:1][C:2]1[CH:7]=[CH:6][C:5](/[C:8](/[C:12]2[CH:17]=[CH:16][C:15]([C:18]3[S:19][C:20]([CH3:23])=[CH:21][CH:22]=3)=[CH:14][CH:13]=2)=[CH:9]\[CH2:10][OH:11])=[CH:4][CH:3]=1.[CH3:24][C:25]1[CH:35]=[C:34](OC/C=C(/C2C=CC(C#CCN3CCOCC3)=CC=2)\C2C=CC=CC=2)[CH:33]=[CH:32][C:26]=1[O:27][CH2:28][C:29]([OH:31])=[O:30].[C:61]1(P(C2C=CC=CC=2)C2C=CC=CC=2)C=CC=CC=1.N(C(OC(C)C)=O)=NC(OC(C)C)=O. Product: [I:1][C:2]1[CH:7]=[CH:6][C:5](/[C:8](/[C:12]2[CH:17]=[CH:16][C:15]([C:18]3[S:19][C:20]([CH3:23])=[CH:21][CH:22]=3)=[CH:14][CH:13]=2)=[CH:9]\[CH2:10][O:11][C:34]2[CH:33]=[CH:32][C:26]([O:27][CH2:28][C:29]([O:31][CH3:61])=[O:30])=[C:25]([CH3:24])[CH:35]=2)=[CH:4][CH:3]=1. The catalyst class is: 359. (8) Reactant: [F:1][C:2]1[CH:22]=[CH:21][C:5]2[C:6]([CH3:20])=[C:7]([CH:9]([CH2:16][CH2:17][CH2:18][CH3:19])[CH2:10][C:11](OCC)=[O:12])[S:8][C:4]=2[CH:3]=1.[H-].C([Al+]CC(C)C)C(C)C.O. Product: [F:1][C:2]1[CH:22]=[CH:21][C:5]2[C:6]([CH3:20])=[C:7]([CH:9]([CH2:16][CH2:17][CH2:18][CH3:19])[CH2:10][CH2:11][OH:12])[S:8][C:4]=2[CH:3]=1. The catalyst class is: 182. (9) Reactant: Cl.[C:2]1([CH:8]([C:40]2[CH:45]=[CH:44][CH:43]=[CH:42][CH:41]=2)[CH2:9][N:10]([CH2:28][C:29]2[CH:34]=[CH:33][CH:32]=[C:31]([C:35]([F:38])([F:37])[F:36])[C:30]=2[Cl:39])[CH2:11][CH2:12][CH2:13][O:14][C:15]2[C:16](C)([CH3:26])C(C(C)C(O)=O)[CH:18]=[CH:19][CH:20]=2)[CH:7]=[CH:6][CH:5]=[CH:4][CH:3]=1.CC[N:48](CC)CC.[CH2:53](OC([Cl:60])=O)[CH:54]([CH3:56])[CH3:55].[N-]=[N+]=[N-].[Na+]. Product: [ClH:39].[ClH:60].[C:2]1([CH:8]([C:40]2[CH:41]=[CH:42][CH:43]=[CH:44][CH:45]=2)[CH2:9][N:10]([CH2:11][CH2:12][CH2:13][O:14][C:15]2[CH:20]=[CH:19][CH:18]=[C:26]([CH2:53][C:54]([CH3:56])([NH2:48])[CH3:55])[CH:16]=2)[CH2:28][C:29]2[CH:34]=[CH:33][CH:32]=[C:31]([C:35]([F:38])([F:36])[F:37])[C:30]=2[Cl:39])[CH:7]=[CH:6][CH:5]=[CH:4][CH:3]=1. The catalyst class is: 6.